From a dataset of Catalyst prediction with 721,799 reactions and 888 catalyst types from USPTO. Predict which catalyst facilitates the given reaction. (1) Reactant: [Cl:1][C:2]1[CH:7]=[CH:6][C:5]([NH:8]C(=O)OC(C)(C)C)=[C:4]([CH:16]([C:18]2[CH:23]=[C:22]([Cl:24])[CH:21]=[C:20]([O:25][CH3:26])[C:19]=2[O:27][CH3:28])[OH:17])[CH:3]=1.[OH-].[Na+]. Product: [NH2:8][C:5]1[CH:6]=[CH:7][C:2]([Cl:1])=[CH:3][C:4]=1[CH:16]([C:18]1[CH:23]=[C:22]([Cl:24])[CH:21]=[C:20]([O:25][CH3:26])[C:19]=1[O:27][CH3:28])[OH:17]. The catalyst class is: 5. (2) Reactant: [CH:1]1([S:4]([NH2:7])(=[O:6])=[O:5])[CH2:3][CH2:2]1.[H-].[Na+].[F:10][C:11]1[CH:12]=[C:13]([CH:18]2[C:27]([CH3:29])([CH3:28])[CH2:26][C:25]3[C:20](=[CH:21][CH:22]=[C:23]([C:30](O)=[O:31])[CH:24]=3)[NH:19]2)[CH:14]=[C:15]([F:17])[CH:16]=1.C(N1C=CN=C1)(N1C=CN=C1)=O. Product: [F:10][C:11]1[CH:12]=[C:13]([CH:18]2[C:27]([CH3:28])([CH3:29])[CH2:26][C:25]3[C:20](=[CH:21][CH:22]=[C:23]([C:30]([NH:7][S:4]([CH:1]4[CH2:3][CH2:2]4)(=[O:6])=[O:5])=[O:31])[CH:24]=3)[NH:19]2)[CH:14]=[C:15]([F:17])[CH:16]=1. The catalyst class is: 9. (3) Reactant: C[O:2][C:3](=[O:34])[CH2:4][NH:5][C:6]([C:8]1[S:9][C:10]([C:14]([CH2:32][CH3:33])([C:17]2[CH:22]=[CH:21][C:20]([O:23][CH2:24][C:25]([CH2:29][CH3:30])([OH:28])[CH2:26][CH3:27])=[C:19]([CH3:31])[CH:18]=2)[CH2:15][CH3:16])=[CH:11][C:12]=1[CH3:13])=[O:7].[OH-].[Na+].Cl. Product: [CH2:15]([C:14]([C:10]1[S:9][C:8]([C:6]([NH:5][CH2:4][C:3]([OH:34])=[O:2])=[O:7])=[C:12]([CH3:13])[CH:11]=1)([C:17]1[CH:22]=[CH:21][C:20]([O:23][CH2:24][C:25]([CH2:26][CH3:27])([OH:28])[CH2:29][CH3:30])=[C:19]([CH3:31])[CH:18]=1)[CH2:32][CH3:33])[CH3:16]. The catalyst class is: 24. (4) Reactant: [Br:1][C:2]1[C:7](=[O:8])[N:6]([CH3:9])[C:5]([CH3:10])=[C:4]([C:11]([OH:13])=O)[CH:3]=1.[CH3:14][N:15]1[CH2:20][CH2:19][NH:18][CH2:17][CH2:16]1.CCN(CC)CC. Product: [Br:1][C:2]1[C:7](=[O:8])[N:6]([CH3:9])[C:5]([CH3:10])=[C:4]([C:11]([N:18]2[CH2:19][CH2:20][N:15]([CH3:14])[CH2:16][CH2:17]2)=[O:13])[CH:3]=1. The catalyst class is: 3. (5) Reactant: Cl.Br[C:3]1[CH:8]=[CH:7][N:6]=[CH:5][C:4]=1[F:9].CC1(C)C(C)(C)OB([C:18]2[CH2:23][CH2:22][CH:21]([O:24][CH2:25][CH:26]3[CH2:31][CH2:30][N:29]([C:32]([O:34][C:35]([CH3:38])([CH3:37])[CH3:36])=[O:33])[CH2:28][CH2:27]3)[CH2:20][CH:19]=2)O1.C([O-])([O-])=O.[Na+].[Na+]. Product: [F:9][C:4]1[CH:5]=[N:6][CH:7]=[CH:8][C:3]=1[C:18]1[CH2:23][CH2:22][CH:21]([O:24][CH2:25][CH:26]2[CH2:31][CH2:30][N:29]([C:32]([O:34][C:35]([CH3:38])([CH3:37])[CH3:36])=[O:33])[CH2:28][CH2:27]2)[CH2:20][CH:19]=1. The catalyst class is: 176.